From a dataset of Forward reaction prediction with 1.9M reactions from USPTO patents (1976-2016). Predict the product of the given reaction. Given the reactants [CH3:1][CH:2]([N:4]([CH2:9][C@@H:10]1[NH:15][CH2:14][CH2:13][N:12]([C:16]([O:18][C:19]([CH3:22])([CH3:21])[CH3:20])=[O:17])[CH2:11]1)[S:5]([CH3:8])(=[O:7])=[O:6])[CH3:3].Cl[C:24]1[N:29]=[CH:28][C:27]([C:30]([OH:39])([C:35]([F:38])([F:37])[F:36])[C:31]([F:34])([F:33])[F:32])=[CH:26][N:25]=1.CCN(C(C)C)C(C)C, predict the reaction product. The product is: [CH3:3][CH:2]([N:4]([CH2:9][C@@H:10]1[N:15]([C:24]2[N:25]=[CH:26][C:27]([C:30]([OH:39])([C:31]([F:32])([F:33])[F:34])[C:35]([F:37])([F:38])[F:36])=[CH:28][N:29]=2)[CH2:14][CH2:13][N:12]([C:16]([O:18][C:19]([CH3:20])([CH3:22])[CH3:21])=[O:17])[CH2:11]1)[S:5]([CH3:8])(=[O:6])=[O:7])[CH3:1].